Dataset: Full USPTO retrosynthesis dataset with 1.9M reactions from patents (1976-2016). Task: Predict the reactants needed to synthesize the given product. (1) Given the product [Cl:18][CH2:19][C:20]([NH:1][C@@H:2]([C:5]1[CH:10]=[CH:9][CH:8]=[CH:7][CH:6]=1)[CH2:3][OH:4])=[O:21], predict the reactants needed to synthesize it. The reactants are: [NH2:1][C@@H:2]([C:5]1[CH:10]=[CH:9][CH:8]=[CH:7][CH:6]=1)[CH2:3][OH:4].CCN(CC)CC.[Cl:18][CH2:19][C:20](Cl)=[O:21]. (2) Given the product [NH:4]1[CH:5]=[CH:6][C:2]([NH:1][C:18](=[O:19])[C:17]2[CH:21]=[CH:22][CH:23]=[CH:24][C:16]=2[C:15]([F:14])([F:25])[F:26])=[N:3]1, predict the reactants needed to synthesize it. The reactants are: [NH2:1][C:2]1[CH:6]=[CH:5][NH:4][N:3]=1.C(N(CC)CC)C.[F:14][C:15]([F:26])([F:25])[C:16]1[CH:24]=[CH:23][CH:22]=[CH:21][C:17]=1[C:18](Cl)=[O:19]. (3) The reactants are: [CH3:1][C:2]1[CH:7]=[CH:6][C:5]([C:8]2[O:9][C:10]([CH3:13])=[N:11][N:12]=2)=[CH:4][C:3]=1[C:14]1[CH:19]=[CH:18][C:17]([C:20]([OH:22])=O)=[CH:16][CH:15]=1.[CH3:23][NH:24][C:25]1[CH:30]=[CH:29][CH:28]=[C:27]([CH3:31])[CH:26]=1. Given the product [CH3:1][C:2]1[CH:7]=[CH:6][C:5]([C:8]2[O:9][C:10]([CH3:13])=[N:11][N:12]=2)=[CH:4][C:3]=1[C:14]1[CH:15]=[CH:16][C:17]([C:20]([N:24]([CH3:23])[C:25]2[CH:30]=[CH:29][CH:28]=[C:27]([CH3:31])[CH:26]=2)=[O:22])=[CH:18][CH:19]=1, predict the reactants needed to synthesize it. (4) Given the product [F:24][C:25]1[CH:26]=[CH:27][C:28]([CH2:29][CH2:30][N:31]2[CH2:36][CH2:35][N:34]([C:2]3[CH:3]=[CH:4][C:5]4[C:6]5[CH2:15][N:14]([C:16]([O:18][C:19]([CH3:22])([CH3:21])[CH3:20])=[O:17])[CH:13]([CH3:23])[CH2:12][C:7]=5[N:8]([CH3:11])[C:9]=4[CH:10]=3)[C:33](=[O:37])[CH2:32]2)=[CH:38][CH:39]=1, predict the reactants needed to synthesize it. The reactants are: Br[C:2]1[CH:3]=[CH:4][C:5]2[C:6]3[CH2:15][N:14]([C:16]([O:18][C:19]([CH3:22])([CH3:21])[CH3:20])=[O:17])[CH:13]([CH3:23])[CH2:12][C:7]=3[N:8]([CH3:11])[C:9]=2[CH:10]=1.[F:24][C:25]1[CH:39]=[CH:38][C:28]([CH2:29][CH2:30][N:31]2[CH2:36][CH2:35][NH:34][C:33](=[O:37])[CH2:32]2)=[CH:27][CH:26]=1. (5) Given the product [CH3:23][C:18]1[C:17]([CH2:16][N:6]2[CH:5]=[C:4]([N+:1]([O-:3])=[O:2])[CH:8]=[N:7]2)=[C:21]([CH3:22])[O:20][N:19]=1, predict the reactants needed to synthesize it. The reactants are: [N+:1]([C:4]1[CH:5]=[N:6][NH:7][CH:8]=1)([O-:3])=[O:2].C(=O)([O-])[O-].[Cs+].[Cs+].Cl[CH2:16][C:17]1[C:18]([CH3:23])=[N:19][O:20][C:21]=1[CH3:22]. (6) The reactants are: CO[C:3]([C@H:5]1[CH2:9][C@@H:8]([NH:10][C:11](OC(C)(C)C)=O)[C@H:7]([OH:18])[C@@H:6]1[OH:19])=[O:4].[BH4-].[Li+].Cl.[N+:23]([C:26]1[CH:31]=[C:30]([N+:32]([O-:34])=[O:33])C=[CH:28][C:27]=1F)([O-:25])=[O:24].C(=O)([O-])O.[Na+]. Given the product [N+:32]([C:30]1[CH:31]=[C:26]([N+:23]([O-:25])=[O:24])[CH:27]=[CH:28][C:11]=1[NH:10][C@@H:8]1[CH2:9][C@H:5]([CH2:3][OH:4])[C@@H:6]([OH:19])[C@H:7]1[OH:18])([O-:34])=[O:33], predict the reactants needed to synthesize it. (7) Given the product [Br:12][CH2:10][C:8]1[O:9][C:5]2[CH:4]=[CH:3][C:2]([I:1])=[CH:11][C:6]=2[CH:7]=1, predict the reactants needed to synthesize it. The reactants are: [I:1][C:2]1[CH:3]=[CH:4][C:5]2[O:9][C:8]([CH3:10])=[CH:7][C:6]=2[CH:11]=1.[Br:12]N1C(=O)CCC1=O. (8) Given the product [ClH:1].[Cl:1][C:2]1[CH:3]=[CH:4][C:5]([NH:8][C:9](=[O:17])[C:10]2[CH:15]=[CH:14][CH:13]=[CH:12][C:11]=2[O:16][CH2:66][CH:65]2[CH2:29][CH2:30][N:25]([CH:26]([CH3:27])[CH3:33])[CH2:68][CH2:64]2)=[N:6][CH:7]=1, predict the reactants needed to synthesize it. The reactants are: [Cl:1][C:2]1[CH:3]=[CH:4][C:5]([NH:8][C:9](=[O:17])[C:10]2[CH:15]=[CH:14][CH:13]=[CH:12][C:11]=2[OH:16])=[N:6][CH:7]=1.C(OC([N:25]1[CH2:30][CH2:29]C(CO)[CH2:27][CH2:26]1)=O)(C)(C)C.[C:33]1(P(C2C=CC=CC=2)C2C=CC=CC=2)C=CC=CC=1.[N+](C(OCC)=O)(C(OCC)=O)=[N-].[CH2:64]1[CH2:68]O[CH2:66][CH2:65]1.